Regression. Given two drug SMILES strings and cell line genomic features, predict the synergy score measuring deviation from expected non-interaction effect. From a dataset of Merck oncology drug combination screen with 23,052 pairs across 39 cell lines. (1) Drug 1: COC1=C2CC(C)CC(OC)C(O)C(C)C=C(C)C(OC(N)=O)C(OC)C=CC=C(C)C(=O)NC(=CC1=O)C2=O. Drug 2: CCc1c2c(nc3ccc(O)cc13)-c1cc3c(c(=O)n1C2)COC(=O)C3(O)CC. Cell line: OCUBM. Synergy scores: synergy=18.9. (2) Drug 1: N.N.O=C(O)C1(C(=O)O)CCC1.[Pt]. Cell line: CAOV3. Drug 2: O=C(O)C1(Cc2cccc(Nc3nccs3)n2)CCC(Oc2cccc(Cl)c2F)CC1. Synergy scores: synergy=-20.2. (3) Drug 1: O=S1(=O)NC2(CN1CC(F)(F)F)C1CCC2Cc2cc(C=CCN3CCC(C(F)(F)F)CC3)ccc2C1. Drug 2: COc1cc(C2c3cc4c(cc3C(OC3OC5COC(C)OC5C(O)C3O)C3COC(=O)C23)OCO4)cc(OC)c1O. Cell line: MSTO. Synergy scores: synergy=-24.8. (4) Drug 1: CC(C)CC(NC(=O)C(Cc1ccccc1)NC(=O)c1cnccn1)B(O)O. Drug 2: Cn1c(=O)n(-c2ccc(C(C)(C)C#N)cc2)c2c3cc(-c4cnc5ccccc5c4)ccc3ncc21. Cell line: UACC62. Synergy scores: synergy=-3.01. (5) Drug 1: O=S1(=O)NC2(CN1CC(F)(F)F)C1CCC2Cc2cc(C=CCN3CCC(C(F)(F)F)CC3)ccc2C1. Drug 2: CC(C)CC(NC(=O)C(Cc1ccccc1)NC(=O)c1cnccn1)B(O)O. Cell line: EFM192B. Synergy scores: synergy=-5.77. (6) Cell line: UWB1289BRCA1. Drug 2: CCN(CC)CCNC(=O)c1c(C)[nH]c(C=C2C(=O)Nc3ccc(F)cc32)c1C. Drug 1: CCC1=CC2CN(C1)Cc1c([nH]c3ccccc13)C(C(=O)OC)(c1cc3c(cc1OC)N(C)C1C(O)(C(=O)OC)C(OC(C)=O)C4(CC)C=CCN5CCC31C54)C2. Synergy scores: synergy=2.13. (7) Drug 1: CCC1(O)CC2CN(CCc3c([nH]c4ccccc34)C(C(=O)OC)(c3cc4c(cc3OC)N(C)C3C(O)(C(=O)OC)C(OC(C)=O)C5(CC)C=CCN6CCC43C65)C2)C1. Drug 2: CCc1cnn2c(NCc3ccc[n+]([O-])c3)cc(N3CCCCC3CCO)nc12. Cell line: HT29. Synergy scores: synergy=-23.8. (8) Drug 1: CCC1(O)CC2CN(CCc3c([nH]c4ccccc34)C(C(=O)OC)(c3cc4c(cc3OC)N(C)C3C(O)(C(=O)OC)C(OC(C)=O)C5(CC)C=CCN6CCC43C65)C2)C1. Drug 2: O=C(O)C1(Cc2cccc(Nc3nccs3)n2)CCC(Oc2cccc(Cl)c2F)CC1. Cell line: NCIH520. Synergy scores: synergy=6.16. (9) Drug 1: CC1(c2nc3c(C(N)=O)cccc3[nH]2)CCCN1. Drug 2: CCc1c2c(nc3ccc(O)cc13)-c1cc3c(c(=O)n1C2)COC(=O)C3(O)CC. Cell line: KPL1. Synergy scores: synergy=8.55.